Predict the product of the given reaction. From a dataset of Forward reaction prediction with 1.9M reactions from USPTO patents (1976-2016). Given the reactants [N:1]12[CH2:7][C:4]([C:8]([C:17]3[CH:22]=[CH:21][CH:20]=[CH:19][CH:18]=3)([C:11]3[CH:16]=[CH:15][CH:14]=[CH:13][CH:12]=3)[C:9]#[N:10])([CH2:5][CH2:6]1)[CH2:3][CH2:2]2.[Br:23][CH2:24][CH:25]1[CH2:30][CH2:29][CH2:28][CH2:27][CH2:26]1, predict the reaction product. The product is: [Br-:23].[C:9]([C:8]([C:17]1[CH:22]=[CH:21][CH:20]=[CH:19][CH:18]=1)([C:11]1[CH:12]=[CH:13][CH:14]=[CH:15][CH:16]=1)[C:4]12[CH2:7][N+:1]([CH2:24][CH:25]3[CH2:30][CH2:29][CH2:28][CH2:27][CH2:26]3)([CH2:6][CH2:5]1)[CH2:2][CH2:3]2)#[N:10].